From a dataset of HIV replication inhibition screening data with 41,000+ compounds from the AIDS Antiviral Screen. Binary Classification. Given a drug SMILES string, predict its activity (active/inactive) in a high-throughput screening assay against a specified biological target. (1) The compound is CC=C(CCO)[Si](C)(C)C. The result is 0 (inactive). (2) The compound is O=c1onc2c3ccccc3ncn12. The result is 0 (inactive). (3) The drug is C=CCOc1cccc(C2(O)c3ccccc3C3=NCCCN32)c1.Cl. The result is 0 (inactive). (4) The drug is CCC1(c2c(F)c(F)c(N)c(F)c2F)CCC(=O)NC1=O. The result is 0 (inactive).